This data is from Forward reaction prediction with 1.9M reactions from USPTO patents (1976-2016). The task is: Predict the product of the given reaction. Given the reactants C(=O)([O-])[O-].[Na+].[Na+].C12(O)CC3(O)CC(CC(O)(C3)C1)C2.C(OC=C)(=O)C.[CH:26]([O:28][C:29]12[CH2:38][C:33]3([O:39]C=C)[CH2:34][CH:35]([CH2:37][C:31]([O:42]C=C)([CH2:32]3)[CH2:30]1)[CH2:36]2)=[CH2:27].C(OC12CC3CC(OC=C)(CC(O)(C3)C1)C2)=C, predict the reaction product. The product is: [CH:26]([O:28][C:29]12[CH2:30][C:31]3([OH:42])[CH2:37][CH:35]([CH2:34][C:33]([OH:39])([CH2:32]3)[CH2:38]1)[CH2:36]2)=[CH2:27].